From a dataset of Catalyst prediction with 721,799 reactions and 888 catalyst types from USPTO. Predict which catalyst facilitates the given reaction. Reactant: [Cl:1][C:2]1[CH:3]=[C:4]([N:10]2[C:14]([CH3:15])=[C:13]([O:16][C:17]3[CH:22]=[CH:21][C:20]([C:23]([NH:25][CH2:26][C:27](O)=[O:28])=[O:24])=[CH:19][CH:18]=3)[C:12]([CH3:30])=[N:11]2)[CH:5]=[CH:6][C:7]=1[C:8]#[N:9].[NH4+].O[N:33]1C2C=CC=CC=2N=N1.Cl.CN(C)CCCN=C=NCC.Cl. Product: [NH2:33][C:27](=[O:28])[CH2:26][NH:25][C:23](=[O:24])[C:20]1[CH:21]=[CH:22][C:17]([O:16][C:13]2[C:12]([CH3:30])=[N:11][N:10]([C:4]3[CH:5]=[CH:6][C:7]([C:8]#[N:9])=[C:2]([Cl:1])[CH:3]=3)[C:14]=2[CH3:15])=[CH:18][CH:19]=1. The catalyst class is: 3.